Dataset: Reaction yield outcomes from USPTO patents with 853,638 reactions. Task: Predict the reaction yield, written as a fraction of the theoretical maximum amount of product (1.0 means a 100% yield; for example, 0.34 means a 34% yield). The reactants are [N:1]1([C:6]2[CH:11]=[CH:10][C:9]([C:12](O)([CH2:14][CH:15]([C:20]3[CH:25]=[C:24]([Cl:26])[CH:23]=[C:22]([Cl:27])[CH:21]=3)[C:16]([F:19])([F:18])[F:17])[CH3:13])=[CH:8][CH:7]=2)[CH:5]=[N:4][CH:3]=[N:2]1.C1(C)C=CC(S(O)(=O)=O)=CC=1. The catalyst is C1(C)C=CC=CC=1. The product is [Cl:26][C:24]1[CH:25]=[C:20]([CH:15]([C:16]([F:17])([F:19])[F:18])/[CH:14]=[C:12](/[C:9]2[CH:10]=[CH:11][C:6]([N:1]3[CH:5]=[N:4][CH:3]=[N:2]3)=[CH:7][CH:8]=2)\[CH3:13])[CH:21]=[C:22]([Cl:27])[CH:23]=1. The yield is 0.310.